Dataset: Forward reaction prediction with 1.9M reactions from USPTO patents (1976-2016). Task: Predict the product of the given reaction. (1) Given the reactants F[C:2]1[CH:3]=[C:4]([C:12]2[CH:17]=[CH:16][C:15]([F:18])=[CH:14][CH:13]=2)[CH:5]=[CH:6][C:7]=1[C:8]([O:10][CH3:11])=[O:9].[NH:19]1[CH2:24][CH2:23][S:22][CH2:21][CH2:20]1.C(=O)([O-])[O-].[K+].[K+].CN(C=O)C, predict the reaction product. The product is: [F:18][C:15]1[CH:16]=[CH:17][C:12]([C:4]2[CH:5]=[CH:6][C:7]([C:8]([O:10][CH3:11])=[O:9])=[C:2]([N:19]3[CH2:24][CH2:23][S:22][CH2:21][CH2:20]3)[CH:3]=2)=[CH:13][CH:14]=1. (2) Given the reactants [CH2:1]([O:3][C:4]([C:6]1[C:7]2[CH2:18][CH2:17][CH2:16][CH2:15][C:8]=2[S:9][C:10]=1[NH:11][C:12](=[O:14])[CH3:13])=[O:5])[CH3:2].S([O-])([O-])(=O)=[O:20].[Ce+4].S([O-])([O-])(=O)=O, predict the reaction product. The product is: [CH2:1]([O:3][C:4]([C:6]1[C:7]2[CH2:18][CH2:17][CH2:16][C:15](=[O:20])[C:8]=2[S:9][C:10]=1[NH:11][C:12](=[O:14])[CH3:13])=[O:5])[CH3:2]. (3) Given the reactants F[C:2]1C(F)=CC(C2C=CC(OCC3CCCNC3)=CC=2)=C(OC)C=1.C(OC(=O)C[C@H](N(C(OCC1C2C=CC=CC=2C2C1=CC=CC=2)=O)C)C(O)=O)(C)(C)C.[C:56]([O:60][C:61](=[O:109])[CH2:62][C@H:63]([N:90]([C:92]([O:94][CH2:95][CH:96]1[C:108]2[CH:107]=[CH:106][CH:105]=[CH:104][C:103]=2[C:102]2[C:97]1=[CH:98][CH:99]=[CH:100][CH:101]=2)=[O:93])[CH3:91])[C:64]([N:66]1[CH2:71][CH2:70][CH2:69][CH:68]([CH2:72][O:73][C:74]2[CH:79]=[CH:78][C:77]([C:80]3[CH:85]=[C:84]([F:86])[C:83]([F:87])=[CH:82][C:81]=3[O:88][CH3:89])=[CH:76][CH:75]=2)[CH2:67]1)=[O:65])([CH3:59])([CH3:58])[CH3:57].N1CCCCC1, predict the reaction product. The product is: [C:56]([O:60][C:61](=[O:109])[CH2:62][C@H:63]([N:90]([C:92]([O:94][CH2:95][CH:96]1[C:108]2[CH:107]=[CH:106][CH:105]=[CH:104][C:103]=2[C:102]2[C:97]1=[CH:98][CH:99]=[CH:100][CH:101]=2)=[O:93])[CH3:91])[C:64]([N:66]1[CH2:71][CH2:70][CH2:69][CH:68]([CH2:72][O:73][C:74]2[CH:75]=[CH:76][C:77]([C:80]3[CH:85]=[C:84]([F:86])[C:83]([F:87])=[CH:82][C:81]=3[O:88][CH3:89])=[CH:78][CH:79]=2)[CH2:67]1)=[O:65])([CH3:59])([CH3:57])[CH3:58].[C:56]([O:60][C:61](=[O:109])[CH2:62][C@H:63]([N:90]([C:92](=[O:93])[CH3:2])[CH3:91])[C:64]([N:66]1[CH2:71][CH2:70][CH2:69][CH:68]([CH2:72][O:73][C:74]2[CH:79]=[CH:78][C:77]([C:80]3[CH:85]=[C:84]([F:86])[C:83]([F:87])=[CH:82][C:81]=3[O:88][CH3:89])=[CH:76][CH:75]=2)[CH2:67]1)=[O:65])([CH3:59])([CH3:57])[CH3:58]. (4) Given the reactants [CH:1]([OH:3])=O.C(OC(=O)C)(=O)C.[OH:11][NH:12][CH:13]([CH2:36][C@@H:37]([C:39]1[CH:44]=[CH:43][CH:42]=[CH:41][CH:40]=1)[CH3:38])[CH2:14][S:15]([N:18]1[CH2:23][CH2:22][N:21]([C:24]2[CH:29]=[CH:28][C:27]([C:30]#[C:31][Si](C)(C)C)=[CH:26][CH:25]=2)[CH2:20][CH2:19]1)(=[O:17])=[O:16], predict the reaction product. The product is: [OH:11][N:12]([CH:13]([CH2:14][S:15]([N:18]1[CH2:19][CH2:20][N:21]([C:24]2[CH:25]=[CH:26][C:27]([C:30]#[CH:31])=[CH:28][CH:29]=2)[CH2:22][CH2:23]1)(=[O:16])=[O:17])[CH2:36][C@@H:37]([C:39]1[CH:40]=[CH:41][CH:42]=[CH:43][CH:44]=1)[CH3:38])[CH:1]=[O:3]. (5) Given the reactants [Br:1][C:2]1[CH:7]=[CH:6][CH:5]=[C:4]([N+:8]([O-])=O)[C:3]=1[Cl:11].[NH4+].[Cl-], predict the reaction product. The product is: [Br:1][C:2]1[C:3]([Cl:11])=[C:4]([CH:5]=[CH:6][CH:7]=1)[NH2:8].